From a dataset of M1 muscarinic receptor agonist screen with 61,833 compounds. Binary Classification. Given a drug SMILES string, predict its activity (active/inactive) in a high-throughput screening assay against a specified biological target. The drug is O1C(CCC1)CNC1=C(N2CC(CCC2)C(OCC)=O)C(=O)C1=O. The result is 0 (inactive).